Dataset: Merck oncology drug combination screen with 23,052 pairs across 39 cell lines. Task: Regression. Given two drug SMILES strings and cell line genomic features, predict the synergy score measuring deviation from expected non-interaction effect. (1) Drug 1: Nc1ccn(C2OC(CO)C(O)C2(F)F)c(=O)n1. Drug 2: C#Cc1cccc(Nc2ncnc3cc(OCCOC)c(OCCOC)cc23)c1. Cell line: KPL1. Synergy scores: synergy=10.3. (2) Drug 1: COc1cccc2c1C(=O)c1c(O)c3c(c(O)c1C2=O)CC(O)(C(=O)CO)CC3OC1CC(N)C(O)C(C)O1. Drug 2: C#Cc1cccc(Nc2ncnc3cc(OCCOC)c(OCCOC)cc23)c1. Cell line: OV90. Synergy scores: synergy=-17.8. (3) Drug 1: Nc1ccn(C2OC(CO)C(O)C2(F)F)c(=O)n1. Drug 2: NC(=O)c1cccc2cn(-c3ccc(C4CCCNC4)cc3)nc12. Cell line: SW837. Synergy scores: synergy=1.16. (4) Drug 1: NC(=O)c1cccc2cn(-c3ccc(C4CCCNC4)cc3)nc12. Drug 2: COC1CC2CCC(C)C(O)(O2)C(=O)C(=O)N2CCCCC2C(=O)OC(C(C)CC2CCC(OP(C)(C)=O)C(OC)C2)CC(=O)C(C)C=C(C)C(O)C(OC)C(=O)C(C)CC(C)C=CC=CC=C1C. Cell line: SW837. Synergy scores: synergy=17.1. (5) Drug 1: C=CCn1c(=O)c2cnc(Nc3ccc(N4CCN(C)CC4)cc3)nc2n1-c1cccc(C(C)(C)O)n1. Drug 2: CCC1(O)C(=O)OCc2c1cc1n(c2=O)Cc2cc3c(CN(C)C)c(O)ccc3nc2-1. Cell line: COLO320DM. Synergy scores: synergy=3.24. (6) Drug 1: CN(C)C(=N)N=C(N)N. Drug 2: O=C(CCCCCCC(=O)Nc1ccccc1)NO. Cell line: LNCAP. Synergy scores: synergy=7.32. (7) Drug 1: Cc1nc(Nc2ncc(C(=O)Nc3c(C)cccc3Cl)s2)cc(N2CCN(CCO)CC2)n1. Drug 2: CCc1cnn2c(NCc3ccc[n+]([O-])c3)cc(N3CCCCC3CCO)nc12. Cell line: SKMES1. Synergy scores: synergy=-0.394.